The task is: Predict the reactants needed to synthesize the given product.. This data is from Full USPTO retrosynthesis dataset with 1.9M reactions from patents (1976-2016). (1) The reactants are: C[O:2][C:3](=[O:15])[C:4]1[CH:9]=[CH:8][C:7]([O:10][CH2:11][CH2:12]Br)=[CH:6][C:5]=1[OH:14].[C:16]([C:20]1[CH:28]=[CH:27][C:23]([CH:24]=[N:25][OH:26])=[CH:22][CH:21]=1)([CH3:19])([CH3:18])[CH3:17]. Given the product [C:16]([C:20]1[CH:28]=[CH:27][C:23]([CH:24]=[N:25][O:26][CH2:12][CH2:11][O:10][C:7]2[CH:8]=[CH:9][C:4]([C:3]([OH:2])=[O:15])=[C:5]([OH:14])[CH:6]=2)=[CH:22][CH:21]=1)([CH3:19])([CH3:17])[CH3:18], predict the reactants needed to synthesize it. (2) Given the product [CH3:19][C:20]1[CH:27]=[CH:26][C:23]([CH2:24][NH:25][C:3](=[O:4])[CH:2]([F:1])[CH2:6][C:7]2[CH:12]=[CH:11][C:10]([O:13][CH2:14][C:15]#[CH:16])=[C:9]([O:17][CH3:18])[CH:8]=2)=[CH:22][CH:21]=1, predict the reactants needed to synthesize it. The reactants are: [F:1][CH:2]([CH2:6][C:7]1[CH:12]=[CH:11][C:10]([O:13][CH2:14][C:15]#[CH:16])=[C:9]([O:17][CH3:18])[CH:8]=1)[C:3](Cl)=[O:4].[CH3:19][C:20]1[CH:27]=[CH:26][C:23]([CH2:24][NH2:25])=[CH:22][CH:21]=1. (3) Given the product [CH2:1]([N:8]([C:30]1[CH:31]=[CH:32][C:33]([OH:39])=[C:34]([CH:38]=1)[C:35]([OH:37])=[O:36])[C:9](=[O:29])[CH2:10][N:11]([CH3:22])[S:12]([C:15]1[CH:20]=[CH:19][C:18]([C:41]2[CH:40]=[CH:4][CH:3]=[CH:2][CH:1]=2)=[CH:17][CH:16]=1)(=[O:13])=[O:14])[C:2]1[CH:3]=[CH:4][CH:5]=[CH:6][CH:7]=1, predict the reactants needed to synthesize it. The reactants are: [CH2:1]([N:8]([C:30]1[CH:31]=[CH:32][C:33]([OH:39])=[C:34]([CH:38]=1)[C:35]([OH:37])=[O:36])[C:9](=[O:29])[CH2:10][N:11]([CH2:22]C1C=CC=CC=1)[S:12]([C:15]1[CH:20]=[CH:19][C:18](C)=[CH:17][CH:16]=1)(=[O:14])=[O:13])[C:2]1[CH:7]=[CH:6][CH:5]=[CH:4][CH:3]=1.[C:40](#N)[CH3:41]. (4) Given the product [C:1]([C:5]1[NH:9][C:8]([S:20][CH3:19])=[C:7]([C:10]#[N:11])[CH:6]=1)([CH3:4])([CH3:3])[CH3:2], predict the reactants needed to synthesize it. The reactants are: [C:1]([C:5](=O)[CH2:6][CH:7]([C:10]#[N:11])[C:8]#[N:9])([CH3:4])([CH3:3])[CH3:2].C(O)(=O)C.CO.[CH3:19][S-:20].[Na+]. (5) Given the product [CH3:1][S:2][C:3]1[N:8]=[C:7]([C:9]2[C:10]([CH:18]([C:20]3[CH:25]=[CH:24][CH:23]=[CH:22][CH:21]=3)[OH:19])=[N:11][N:12]3[CH:17]=[CH:16][CH:15]=[CH:14][C:13]=23)[CH:6]=[CH:5][N:4]=1, predict the reactants needed to synthesize it. The reactants are: [CH3:1][S:2][C:3]1[N:8]=[C:7]([C:9]2[C:10]([CH:18]=[O:19])=[N:11][N:12]3[CH:17]=[CH:16][CH:15]=[CH:14][C:13]=23)[CH:6]=[CH:5][N:4]=1.[C:20]1([Mg]Br)[CH:25]=[CH:24][CH:23]=[CH:22][CH:21]=1. (6) Given the product [C:1]([O:5][C:6]([N:8]1[CH2:13][CH2:12][N:11]([C:14]([O:16][C:17]([CH3:20])([CH3:19])[CH3:18])=[O:15])[CH2:10][CH:9]1[C:21]1[CH:26]=[CH:25][C:24]([NH:27][C:48]2[N:47]=[CH:46][C:45]3=[CH:44][CH:43]=[C:42]([C:38]4[CH:39]=[CH:40][CH:41]=[C:36]([S:33](=[O:35])(=[O:34])[NH:32][C:28]([CH3:29])([CH3:31])[CH3:30])[CH:37]=4)[N:50]3[N:49]=2)=[CH:23][CH:22]=1)=[O:7])([CH3:2])([CH3:3])[CH3:4], predict the reactants needed to synthesize it. The reactants are: [C:1]([O:5][C:6]([N:8]1[CH2:13][CH2:12][N:11]([C:14]([O:16][C:17]([CH3:20])([CH3:19])[CH3:18])=[O:15])[CH2:10][CH:9]1[C:21]1[CH:26]=[CH:25][C:24]([NH2:27])=[CH:23][CH:22]=1)=[O:7])([CH3:4])([CH3:3])[CH3:2].[C:28]([NH:32][S:33]([C:36]1[CH:41]=[CH:40][CH:39]=[C:38]([C:42]2[N:50]3[C:45]([CH:46]=[N:47][C:48](O)=[N:49]3)=[CH:44][CH:43]=2)[CH:37]=1)(=[O:35])=[O:34])([CH3:31])([CH3:30])[CH3:29]. (7) Given the product [C:1]([O:5][C:6]([N:8]1[CH2:13][CH2:12][C@H:11]([NH2:14])[C@H:10]([F:22])[CH2:9]1)=[O:7])([CH3:4])([CH3:2])[CH3:3], predict the reactants needed to synthesize it. The reactants are: [C:1]([O:5][C:6]([N:8]1[CH2:13][CH2:12][C@H:11]([NH:14]CC2C=CC=CC=2)[C@H:10]([F:22])[CH2:9]1)=[O:7])([CH3:4])([CH3:3])[CH3:2].C([O-])=O.[NH4+].